This data is from NCI-60 drug combinations with 297,098 pairs across 59 cell lines. The task is: Regression. Given two drug SMILES strings and cell line genomic features, predict the synergy score measuring deviation from expected non-interaction effect. Cell line: 786-0. Drug 1: CC1=C(C(CCC1)(C)C)C=CC(=CC=CC(=CC(=O)O)C)C. Synergy scores: CSS=31.2, Synergy_ZIP=-6.65, Synergy_Bliss=-2.60, Synergy_Loewe=-21.6, Synergy_HSA=-3.70. Drug 2: CC1=C(N=C(N=C1N)C(CC(=O)N)NCC(C(=O)N)N)C(=O)NC(C(C2=CN=CN2)OC3C(C(C(C(O3)CO)O)O)OC4C(C(C(C(O4)CO)O)OC(=O)N)O)C(=O)NC(C)C(C(C)C(=O)NC(C(C)O)C(=O)NCCC5=NC(=CS5)C6=NC(=CS6)C(=O)NCCC[S+](C)C)O.